This data is from Full USPTO retrosynthesis dataset with 1.9M reactions from patents (1976-2016). The task is: Predict the reactants needed to synthesize the given product. (1) Given the product [CH2:1]([O:8][C:9]1[CH:10]=[CH:11][C:12]([C:15]2[CH2:20][CH2:19][C:18]([CH3:22])([CH3:21])[CH2:17][CH:16]=2)=[CH:13][CH:14]=1)[C:2]1[CH:3]=[CH:4][CH:5]=[CH:6][CH:7]=1, predict the reactants needed to synthesize it. The reactants are: [CH2:1]([O:8][C:9]1[CH:14]=[CH:13][C:12]([C:15]2(O)[CH2:20][CH2:19][C:18]([CH3:22])([CH3:21])[CH2:17][CH2:16]2)=[CH:11][CH:10]=1)[C:2]1[CH:7]=[CH:6][CH:5]=[CH:4][CH:3]=1.Cl. (2) Given the product [Br:18][CH:19]([CH2:23][CH2:24][Br:25])[C:20]([NH:10][C@H:8]([C:5]1[CH:6]=[CH:7][C:2]([F:1])=[CH:3][CH:4]=1)[CH3:9])=[O:21], predict the reactants needed to synthesize it. The reactants are: [F:1][C:2]1[CH:7]=[CH:6][C:5]([C@@H:8]([NH2:10])[CH3:9])=[CH:4][CH:3]=1.C(N(CC)CC)C.[Br:18][CH:19]([CH2:23][CH2:24][Br:25])[C:20](Cl)=[O:21]. (3) The reactants are: [NH2:1][C:2]1[C:7]([OH:8])=[C:6]([Cl:9])[CH:5]=[C:4]([F:10])[C:3]=1[N:11]1[C:16](=[O:17])[CH:15]=[C:14]([C:18]([F:21])([F:20])[F:19])[CH:13]=[N:12]1.[CH3:22][C:23]([CH3:28])([CH3:27])[C:24](Cl)=O.C(N(CC)CC)C.C1(C)C=CC(S([O-])(=O)=O)=CC=1.[NH+]1C=CC=CC=1. Given the product [C:23]([C:28]1[O:8][C:7]2[C:6]([Cl:9])=[CH:5][C:4]([F:10])=[C:3]([N:11]3[C:16](=[O:17])[CH:15]=[C:14]([C:18]([F:21])([F:20])[F:19])[CH:13]=[N:12]3)[C:2]=2[N:1]=1)([CH3:27])([CH3:24])[CH3:22], predict the reactants needed to synthesize it. (4) Given the product [Cl:1][C:2]1[C:3]([O:12][C@H:40]2[CH2:44][N:43]([C:45]([O:47][C:48]([CH3:51])([CH3:50])[CH3:49])=[O:46])[C@H:42]([C:52]([O:54][CH3:55])=[O:53])[CH2:41]2)=[N:4][C:5]2[C:10]([N:11]=1)=[CH:9][CH:8]=[CH:7][CH:6]=2, predict the reactants needed to synthesize it. The reactants are: [Cl:1][C:2]1[C:3]([OH:12])=[N:4][C:5]2[C:10]([N:11]=1)=[CH:9][CH:8]=[CH:7][CH:6]=2.N1C2C(=CC=CC=2)N=CC=1.[N+]1([O-])C2C(=CC=CC=2)[N+]([O-])=CC=1.C(Cl)(=O)C.O[C@@H:40]1[CH2:44][N:43]([C:45]([O:47][C:48]([CH3:51])([CH3:50])[CH3:49])=[O:46])[C@H:42]([C:52]([O:54][CH3:55])=[O:53])[CH2:41]1.C1C=CC(P(C2C=CC=CC=2)C2C=CC=CC=2)=CC=1.CC(OC(/N=N/C(OC(C)C)=O)=O)C. (5) Given the product [C:10]([C:14]1[CH:15]=[CH:16][C:17]([C:18]([NH:4][C:3]2[CH:5]=[CH:6][CH:7]=[C:8]([Br:9])[C:2]=2[Br:1])=[O:19])=[CH:21][CH:22]=1)([CH3:13])([CH3:11])[CH3:12], predict the reactants needed to synthesize it. The reactants are: [Br:1][C:2]1[C:8]([Br:9])=[CH:7][CH:6]=[CH:5][C:3]=1[NH2:4].[C:10]([C:14]1[CH:22]=[CH:21][C:17]([C:18](Cl)=[O:19])=[CH:16][CH:15]=1)([CH3:13])([CH3:12])[CH3:11].C(N(C(C)C)CC)(C)C. (6) Given the product [CH2:20]([C:19]1[C:24]([CH3:25])=[C:12]([C:13]#[N:14])[C:9]2[N:10]([N:11]=[C:7]([C:2]3[CH:3]=[CH:4][CH:5]=[CH:6][N:1]=3)[N:8]=2)[C:18]=1[OH:17])[CH2:21][CH2:22][CH3:23], predict the reactants needed to synthesize it. The reactants are: [N:1]1[CH:6]=[CH:5][CH:4]=[CH:3][C:2]=1[C:7]1[N:8]=[C:9]([CH2:12][C:13]#[N:14])[NH:10][N:11]=1.C([O:17][C:18](=O)[CH:19]([C:24](=O)[CH3:25])[CH2:20][CH2:21][CH2:22][CH3:23])C.C([O-])(=O)C.[NH4+].O. (7) Given the product [CH3:20][N:21]([CH3:26])[CH2:22][CH2:23][CH2:24][NH:25][S:16]([C:14]1[S:15][C:11]([C:7]2[S:6][C:5]([NH:4][C:1](=[O:3])[CH3:2])=[N:9][C:8]=2[CH3:10])=[CH:12][CH:13]=1)(=[O:18])=[O:17], predict the reactants needed to synthesize it. The reactants are: [C:1]([NH:4][C:5]1[S:6][C:7]([C:11]2[S:15][C:14]([S:16](Cl)(=[O:18])=[O:17])=[CH:13][CH:12]=2)=[C:8]([CH3:10])[N:9]=1)(=[O:3])[CH3:2].[CH3:20][N:21]([CH3:26])[CH2:22][CH2:23][CH2:24][NH2:25].CCN(C(C)C)C(C)C.O.